This data is from Forward reaction prediction with 1.9M reactions from USPTO patents (1976-2016). The task is: Predict the product of the given reaction. Given the reactants [CH3:1][C:2]1[CH:3]=[C:4]([C:12]2[CH:17]=[C:16]([CH3:18])[NH:15][C:14](=O)[N:13]=2)[CH:5]=[CH:6][C:7]=1[C:8]([F:11])([F:10])[F:9].O=P(Cl)(Cl)[Cl:22], predict the reaction product. The product is: [Cl:22][C:14]1[N:13]=[C:12]([C:4]2[CH:5]=[CH:6][C:7]([C:8]([F:11])([F:10])[F:9])=[C:2]([CH3:1])[CH:3]=2)[CH:17]=[C:16]([CH3:18])[N:15]=1.